Dataset: Reaction yield outcomes from USPTO patents with 853,638 reactions. Task: Predict the reaction yield, written as a fraction of the theoretical maximum amount of product (1.0 means a 100% yield; for example, 0.34 means a 34% yield). (1) The reactants are C[Si]([N-][Si](C)(C)C)(C)C.[Na+].C(OC([N:18]1[C:22]([NH2:23])=[CH:21][C:20]([CH2:24][CH2:25][C:26]2[CH:31]=[C:30]([O:32][CH3:33])[CH:29]=[C:28]([O:34][CH3:35])[CH:27]=2)=[N:19]1)=O)(C)(C)C.[OH:36][CH2:37][CH2:38][O:39][C:40]1[CH:49]=[CH:48][C:43]([C:44](OC)=[O:45])=[CH:42][CH:41]=1. The catalyst is C1COCC1. The product is [CH3:33][O:32][C:30]1[CH:31]=[C:26]([CH2:25][CH2:24][C:20]2[NH:19][N:18]=[C:22]([NH:23][C:44](=[O:45])[C:43]3[CH:42]=[CH:41][C:40]([O:39][CH2:38][CH2:37][OH:36])=[CH:49][CH:48]=3)[CH:21]=2)[CH:27]=[C:28]([O:34][CH3:35])[CH:29]=1. The yield is 0.120. (2) The reactants are [Cl:1][C:2]1[CH:3]=[C:4]2[C:8](=[CH:9][CH:10]=1)[C:7](=[O:11])[N:6]([C:12]1[CH:13]=[N:14][CH:15]=[C:16]([N:18]3[CH2:23][CH2:22][NH:21][CH2:20][CH2:19]3)[CH:17]=1)[C:5]2([CH3:25])[CH3:24].[Cl:26][C:27]1[C:28]([C:33](O)=[O:34])=[N:29][CH:30]=[CH:31][CH:32]=1.CN(C(ON1N=NC2C=CC=NC1=2)=[N+](C)C)C.F[P-](F)(F)(F)(F)F.CCN(CC)CC. The catalyst is C(Cl)Cl.O. The product is [Cl:1][C:2]1[CH:3]=[C:4]2[C:8](=[CH:9][CH:10]=1)[C:7](=[O:11])[N:6]([C:12]1[CH:13]=[N:14][CH:15]=[C:16]([N:18]3[CH2:23][CH2:22][N:21]([C:33]([C:28]4[C:27]([Cl:26])=[CH:32][CH:31]=[CH:30][N:29]=4)=[O:34])[CH2:20][CH2:19]3)[CH:17]=1)[C:5]2([CH3:25])[CH3:24]. The yield is 0.450. (3) The reactants are [CH:1]1([C:6]2[NH:14][C:13]3[C:12](=[O:15])[N:11]([CH2:16][CH2:17][CH3:18])[C:10](Cl)=[N:9][C:8]=3[N:7]=2)[CH2:5][CH2:4][CH2:3][CH2:2]1.Cl.[CH3:21][O:22][C:23](=[O:32])[C:24]1[CH:29]=[CH:28][C:27]([CH2:30][NH2:31])=[CH:26][CH:25]=1.C(N(C(C)C)CC)(C)C.O. The catalyst is CN1CCCC1=O. The product is [CH3:21][O:22][C:23](=[O:32])[C:24]1[CH:29]=[CH:28][C:27]([CH2:30][NH:31][C:10]2[N:11]([CH2:16][CH2:17][CH3:18])[C:12](=[O:15])[C:13]3[NH:14][C:6]([CH:1]4[CH2:5][CH2:4][CH2:3][CH2:2]4)=[N:7][C:8]=3[N:9]=2)=[CH:26][CH:25]=1. The yield is 0.500. (4) The reactants are [CH3:1][NH:2][CH3:3].[CH2:4]=O.[N+:6]([C:9]1[CH:17]=[C:16]2[C:12]([CH:13]=[CH:14][NH:15]2)=[CH:11][CH:10]=1)([O-:8])=[O:7].[OH-].[Na+]. The catalyst is C(O)(=O)C. The product is [CH3:1][N:2]([CH3:4])[CH2:3][C:13]1[C:12]2[C:16](=[CH:17][C:9]([N+:6]([O-:8])=[O:7])=[CH:10][CH:11]=2)[NH:15][CH:14]=1. The yield is 0.870.